Dataset: Forward reaction prediction with 1.9M reactions from USPTO patents (1976-2016). Task: Predict the product of the given reaction. Given the reactants [OH:1][CH2:2][C:3]1([CH2:6][C:7]2[C:8]([CH3:29])=[N:9][C:10](OC)=[C:11]([CH:24]([CH3:26])[CH3:25])[C:12]=2[C:13]([C:15]2[CH:16]=[C:17]([CH:20]=[C:21]([CH3:23])[CH:22]=2)[C:18]#[N:19])=[O:14])[CH2:5][CH2:4]1.C(#N)C.C[OH:34].[C:35](Br)(=[O:37])[CH3:36], predict the reaction product. The product is: [C:18]([C:17]1[CH:16]=[C:15]([CH:22]=[C:21]([CH3:23])[CH:20]=1)[C:13]([C:12]1[C:7]([CH2:6][C:3]2([CH2:2][O:1][C:35](=[O:37])[CH3:36])[CH2:5][CH2:4]2)=[C:8]([CH3:29])[NH:9][C:10](=[O:34])[C:11]=1[CH:24]([CH3:25])[CH3:26])=[O:14])#[N:19].